The task is: Predict the reaction yield, written as a fraction of the theoretical maximum amount of product (1.0 means a 100% yield; for example, 0.34 means a 34% yield).. This data is from Reaction yield outcomes from USPTO patents with 853,638 reactions. (1) The reactants are [Br:1][C:2]1[CH:9]=[C:8]([F:10])[C:7]([O:11]C)=[CH:6][C:3]=1[CH:4]=[O:5].Br. The catalyst is C(O)(=O)C. The product is [Br:1][C:2]1[CH:9]=[C:8]([F:10])[C:7]([OH:11])=[CH:6][C:3]=1[CH:4]=[O:5]. The yield is 0.640. (2) The reactants are [Si]([O:8][CH:9]([CH:19]1[CH2:28][CH2:27][C:26]2[C:21](=[CH:22][CH:23]=[C:24]([O:29][C:30]3[CH:35]=[CH:34][CH:33]=[CH:32][CH:31]=3)[CH:25]=2)[CH2:20]1)[C:10]1[O:14][C:13]([C:15]([O:17][CH3:18])=[O:16])=[N:12][N:11]=1)(C(C)(C)C)(C)C. The catalyst is C1COCC1.CCOC(C)=O. The product is [OH:8][CH:9]([CH:19]1[CH2:28][CH2:27][C:26]2[C:21](=[CH:22][CH:23]=[C:24]([O:29][C:30]3[CH:31]=[CH:32][CH:33]=[CH:34][CH:35]=3)[CH:25]=2)[CH2:20]1)[C:10]1[O:14][C:13]([C:15]([O:17][CH3:18])=[O:16])=[N:12][N:11]=1. The yield is 0.410. (3) The reactants are [ClH:1].O1CCOCC1.C(OC([N:15]1[CH2:20][C@H:19]([O:21][CH2:22][CH2:23][CH:24]([CH3:26])[CH3:25])[CH2:18][CH2:17][C@@H:16]1[C@H:27]1[O:31]C(C)(C)[N:29]([C:34](=[O:36])[CH3:35])[C@H:28]1[CH2:37][C:38]1[CH:43]=[C:42]([F:44])[CH:41]=[C:40]([F:45])[CH:39]=1)=O)(C)(C)C. No catalyst specified. The product is [ClH:1].[F:44][C:42]1[CH:43]=[C:38]([CH:39]=[C:40]([F:45])[CH:41]=1)[CH2:37][C@H:28]([NH:29][C:34](=[O:36])[CH3:35])[C@H:27]([OH:31])[C@H:16]1[CH2:17][CH2:18][C@@H:19]([O:21][CH2:22][CH2:23][CH:24]([CH3:26])[CH3:25])[CH2:20][NH:15]1. The yield is 0.920. (4) The yield is 0.220. The product is [F:31][C:32]([F:37])([F:36])[CH2:33][CH2:34][O:1][C:2]1[CH:10]=[C:9]2[C:5]([CH2:6][CH2:7][C:8]2=[O:11])=[CH:4][CH:3]=1. The reactants are [OH:1][C:2]1[CH:10]=[C:9]2[C:5]([CH2:6][CH2:7][C:8]2=[O:11])=[CH:4][CH:3]=1.C1(P(C2C=CC=CC=2)C2C=CC=CC=2)C=CC=CC=1.[F:31][C:32]([F:37])([F:36])[CH2:33][CH2:34]O.N(C(OC(C)C)=O)=NC(OC(C)C)=O. The catalyst is C1COCC1. (5) The reactants are [NH:1]1[CH2:5][CH2:4][CH:3]=[CH:2]1.CCN(CC)CC.[CH3:13][C:14]([O:17][C:18](O[C:18]([O:17][C:14]([CH3:16])([CH3:15])[CH3:13])=[O:19])=[O:19])([CH3:16])[CH3:15]. The catalyst is C(Cl)Cl. The product is [C:14]([O:17][C:18]([N:1]1[CH2:5][CH:4]=[CH:3][CH2:2]1)=[O:19])([CH3:16])([CH3:15])[CH3:13]. The yield is 0.950. (6) The reactants are [C:1]([C:4]1[C:12]2[O:11][CH2:10][CH:9]([C:13]3[CH:18]=[CH:17][C:16]([CH:19]([CH3:21])[CH3:20])=[CH:15][CH:14]=3)[C:8]=2[C:7]([CH3:22])=[C:6]([NH:23][C:24](=[O:30])[CH2:25][C:26]([CH3:29])([CH3:28])[CH3:27])[C:5]=1[CH3:31])(=[O:3])[CH3:2].[C:32](OCC)(=O)C.CCCCCC. No catalyst specified. The product is [OH:3][C:1]([C:4]1[C:12]2[O:11][CH2:10][CH:9]([C:13]3[CH:18]=[CH:17][C:16]([CH:19]([CH3:20])[CH3:21])=[CH:15][CH:14]=3)[C:8]=2[C:7]([CH3:22])=[C:6]([NH:23][C:24](=[O:30])[CH2:25][C:26]([CH3:29])([CH3:28])[CH3:27])[C:5]=1[CH3:31])([CH3:32])[CH3:2]. The yield is 0.340. (7) The reactants are [CH3:1][O:2][C:3](=[O:13])[C:4]1[CH:9]=[C:8]([OH:10])[C:7]([OH:11])=[C:6]([OH:12])[CH:5]=1.[CH3:14]OS(OC)(=O)=O.[OH-].[Na+].OS(O)(=O)=O. The catalyst is O. The product is [OH:12][C:6]1[CH:5]=[C:4]([CH:9]=[C:8]([O:10][CH3:14])[C:7]=1[OH:11])[C:3]([O:2][CH3:1])=[O:13]. The yield is 0.470.